From a dataset of Peptide-MHC class I binding affinity with 185,985 pairs from IEDB/IMGT. Regression. Given a peptide amino acid sequence and an MHC pseudo amino acid sequence, predict their binding affinity value. This is MHC class I binding data. (1) The peptide sequence is RPPMVTSGL. The MHC is HLA-B51:01 with pseudo-sequence HLA-B51:01. The binding affinity (normalized) is 0.0847. (2) The peptide sequence is YMKPGSSPL. The MHC is HLA-B39:01 with pseudo-sequence HLA-B39:01. The binding affinity (normalized) is 0.425. (3) The peptide sequence is NYILCYRKPH. The MHC is HLA-A68:01 with pseudo-sequence HLA-A68:01. The binding affinity (normalized) is 0.0659.